Task: Predict the reactants needed to synthesize the given product.. Dataset: Full USPTO retrosynthesis dataset with 1.9M reactions from patents (1976-2016) (1) Given the product [CH2:1]([O:3][C:4]([C:6]1([C:9]2[CH:14]=[CH:13][C:12]([C:15]3[CH:20]=[CH:19][C:18]([C:21]4[O:25][N:24]=[C:23]([CH3:26])[C:22]=4[NH:27][C:28]4[CH:33]=[CH:32][CH:31]=[C:30]([C:40]5[CH:39]=[CH:38][CH:37]=[C:36]([Cl:35])[C:41]=5[Cl:42])[N:29]=4)=[CH:17][CH:16]=3)=[CH:11][CH:10]=2)[CH2:8][CH2:7]1)=[O:5])[CH3:2], predict the reactants needed to synthesize it. The reactants are: [CH2:1]([O:3][C:4]([C:6]1([C:9]2[CH:14]=[CH:13][C:12]([C:15]3[CH:20]=[CH:19][C:18]([C:21]4[O:25][N:24]=[C:23]([CH3:26])[C:22]=4[NH:27][C:28]4[CH:33]=[CH:32][CH:31]=[C:30](Br)[N:29]=4)=[CH:17][CH:16]=3)=[CH:11][CH:10]=2)[CH2:8][CH2:7]1)=[O:5])[CH3:2].[Cl:35][C:36]1[C:41]([Cl:42])=[CH:40][CH:39]=[CH:38][C:37]=1B(O)O. (2) Given the product [CH3:67][C:57]1[C:58]([C:61]2[CH:66]=[CH:65][CH:64]=[CH:63][N:62]=2)=[N:59][C:60]2[C:55]([C:56]=1[NH:68][C:69]1[C:74]([C:75]3[CH:80]=[N:79][CH:78]=[N:77][CH:76]=3)=[CH:73][N:72]=[C:71]([N:81]3[CH2:86][CH2:85][O:84][CH2:83][CH2:82]3)[CH:70]=1)=[CH:54][CH:53]=[CH:52][C:51]=2[C:40]#[N:41], predict the reactants needed to synthesize it. The reactants are: C1(P(C2CCCCC2)C2C=CC=CC=2C2C(C(C)C)=CC(C(C)C)=CC=2C(C)C)CCCCC1.C([Sn](CCCC)(CCCC)[C:40]#[N:41])CCC.Cl[C:51]1[CH:52]=[CH:53][CH:54]=[C:55]2[C:60]=1[N:59]=[C:58]([C:61]1[CH:66]=[CH:65][CH:64]=[CH:63][N:62]=1)[C:57]([CH3:67])=[C:56]2[NH:68][C:69]1[C:74]([C:75]2[CH:76]=[N:77][CH:78]=[N:79][CH:80]=2)=[CH:73][N:72]=[C:71]([N:81]2[CH2:86][CH2:85][O:84][CH2:83][CH2:82]2)[CH:70]=1.CN1CCCC1=O. (3) Given the product [CH2:1]([O:3][C:4]([C:6]1[CH:11]=[CH:10][CH:9]=[C:8]([NH:17][C:20]([O:43][C:39]([CH3:42])([CH3:41])[CH3:40])=[O:29])[N:7]=1)=[O:5])[CH3:2], predict the reactants needed to synthesize it. The reactants are: [CH2:1]([O:3][C:4]([C:6]1[CH:11]=[CH:10][CH:9]=[C:8](C(O)=O)[N:7]=1)=[O:5])[CH3:2].C([N:17]([CH2:20]C)CC)C.C1(P(N=[N+]=[N-])(C2C=CC=CC=2)=[O:29])C=CC=CC=1.[C:39]([OH:43])([CH3:42])([CH3:41])[CH3:40]. (4) Given the product [CH3:24][C:25]1[NH:1][C:2]2[C:3]([C:4]#[N:5])=[CH:6][CH:7]=[C:8]([N:11]3[C:19]4[CH2:18][C:17]([CH3:20])([CH3:21])[CH2:16][C:15](=[O:22])[C:14]=4[C:13]([CH3:23])=[N:12]3)[C:9]=2[N:10]=1, predict the reactants needed to synthesize it. The reactants are: [NH2:1][C:2]1[C:9]([NH2:10])=[C:8]([N:11]2[C:19]3[CH2:18][C:17]([CH3:21])([CH3:20])[CH2:16][C:15](=[O:22])[C:14]=3[C:13]([CH3:23])=[N:12]2)[CH:7]=[CH:6][C:3]=1[C:4]#[N:5].[C:24](OC)(OC)(OC)[CH3:25].[O-]S(C(F)(F)F)(=O)=O.[Yb+3].[O-]S(C(F)(F)F)(=O)=O.[O-]S(C(F)(F)F)(=O)=O. (5) Given the product [Cl:17][C:18]1[CH:23]=[C:22]([C:9]2[CH:10]=[CH:11][CH:12]=[CH:13][C:8]=2[O:1][C:2]2[CH:3]=[CH:4][CH:5]=[CH:6][CH:7]=2)[N:21]=[C:20]([NH2:25])[N:19]=1, predict the reactants needed to synthesize it. The reactants are: [O:1]([C:8]1[CH:13]=[CH:12][CH:11]=[CH:10][C:9]=1B(O)O)[C:2]1[CH:7]=[CH:6][CH:5]=[CH:4][CH:3]=1.[Cl:17][C:18]1[CH:23]=[C:22](Cl)[N:21]=[C:20]([NH2:25])[N:19]=1. (6) Given the product [S:1]([O-:5])([O-:4])(=[O:3])=[O:2].[CH2:7]([NH+:9]([CH2:12][CH3:13])[CH2:10][CH3:11])[CH3:8].[CH2:7]([NH+:9]([CH2:12][CH3:13])[CH2:10][CH3:11])[CH3:8], predict the reactants needed to synthesize it. The reactants are: [S:1](=[O:5])(=[O:4])([OH:3])[OH:2].O.[CH2:7]([N:9]([CH2:12][CH3:13])[CH2:10][CH3:11])[CH3:8]. (7) Given the product [Br:43][C:40]1[CH:41]=[CH:42][C:37]([NH:36][C:28]([NH:4][C:3]2[CH:5]=[CH:6][C:7]([O:9][C:10]3[C:19]4[C:14](=[CH:15][C:16]([O:22][CH3:23])=[C:17]([O:20][CH3:21])[CH:18]=4)[N:13]=[CH:12][CH:11]=3)=[CH:8][C:2]=2[Cl:1])=[O:34])=[N:38][CH:39]=1, predict the reactants needed to synthesize it. The reactants are: [Cl:1][C:2]1[CH:8]=[C:7]([O:9][C:10]2[C:19]3[C:14](=[CH:15][C:16]([O:22][CH3:23])=[C:17]([O:20][CH3:21])[CH:18]=3)[N:13]=[CH:12][CH:11]=2)[CH:6]=[CH:5][C:3]=1[NH2:4].ClC(Cl)(O[C:28](=[O:34])OC(Cl)(Cl)Cl)Cl.[NH2:36][C:37]1[CH:42]=[CH:41][C:40]([Br:43])=[CH:39][N:38]=1.CO. (8) Given the product [CH:1]1[C:6]([CH2:7][CH:8]([OH:12])[C:9]([OH:11])=[O:10])=[CH:5][C:4]([OH:35])=[C:3]([OH:36])[CH:2]=1, predict the reactants needed to synthesize it. The reactants are: [CH:1]1[C:6]([CH2:7][C@@H:8]([O:12]C(C=CC2C=CC(O)=C(O)C=2C=CC2C=CC(O)=C(O)C=2)=O)[C:9]([OH:11])=[O:10])=[CH:5][C:4]([OH:35])=[C:3]([OH:36])[CH:2]=1.C1C(C[C@@H](OC(/C=C/C2C=CC(O)=C(O)C=2CC(O)=O)=O)C(O)=O)=CC(O)=C(O)C=1.C1C(C[C@@H](OC(/C=C/C2C=CC(O)=C(O)C=2)=O)C(O)=O)=CC(O)=C(O)C=1.C1C(C[C@@H](OC(O)[C@@H]2[C@@H](C3C=CC(O)=C(O)C=3)OC3C=C(O)C=C(/C=C/C(O[C@@H](C(O)=O)CC4C=CC(O)=C(O)C=4)=O)C2=3)C(O)=O)=CC(O)=C(O)C=1.CC(C)=CCC[C@](O[C@@H]1O[C@H](CO)[C@@H](O)[C@H](O)[C@H]1O)([C@@H]1[C@H]2[C@H](O)C[C@@H]3[C@@]4(C)CC[C@H](O)C(C)(C)[C@@H]4[C@@H](O[C@@H]4O[C@H](CO)[C@@H](O)[C@H](O)[C@H]4O)C[C@@]3(C)[C@]2(C)CC1)C.C[C@@H]1O[C@@H](O[C@H]2[C@H](O[C@@H]3[C@H]4C(C)(C)[C@@H](O)CC[C@]4(C)[C@H]4C[C@@H](O)[C@@H]5[C@@H]([C@@](O[C@@H]6O[C@H](CO)[C@@H](O)[C@H](O)[C@H]6O)(CCC=C(C)C)C)CC[C@@]5(C)[C@]4(C)C3)O[C@H](CO)[C@@H](O)[C@@H]2O)[C@H](O)[C@H](O)[C@H]1O.CC(C)=CCC[C@](O[C@@H]1O[C@H](CO[C@@H]2O[C@H](CO)[C@@H](O)[C@H](O)[C@H]2O)[C@@H](O)[C@H](O)[C@H]1O)([C@@H]1[C@H]2[C@H](O)C[C@@H]3[C@@]4(C)CC[C@H](O[C@@H]5O[C@H](CO)[C@@H](O)[C@H](O)[C@H]5O[C@@H]5O[C@H](CO)[C@@H](O)[C@H](O)[C@H]5O)C(C)(C)[C@@H]4CC[C@@]3(C)[C@]2(C)CC1)C.CC(C)=CCC[C@](O[C@@H]1O[C@H](CO)[C@@H](O)[C@H](O)[C@H]1O)([C@@H]1[C@H]2[C@H](O)C[C@@H]3[C@@]4(C)CC[C@H](O[C@@H]5O[C@H](CO)[C@@H](O)[C@H](O)[C@H]5O[C@@H]5O[C@H](CO)[C@@H](O)[C@H](O)[C@H]5O)C(C)(C)[C@@H]4CC[C@@]3(C)[C@]2(C)CC1)C.CC1C2=CC=C3C4OC[C@H](C)C=4C(=O)C(=O)C3=C2C=CC=1.CC1C2C=CC3C4OC=C(C)C=4C(=O)C(=O)C=3C=2C=CC=1.C[C@@H]1C2C(C(C3C4CCCC(C)(C)C=4C=CC=3C=2OC1)=O)=O.CC1C2C(C(C3C4CCCC(C)(C)C=4C=CC=3C=2OC=1)=O)=O.